This data is from Reaction yield outcomes from USPTO patents with 853,638 reactions. The task is: Predict the reaction yield, written as a fraction of the theoretical maximum amount of product (1.0 means a 100% yield; for example, 0.34 means a 34% yield). (1) The reactants are [H-].[Al+3].[Li+].[H-].[H-].[H-].[C:7]([CH2:9][CH2:10][CH2:11][N:12]1[C:17](=[O:18])[CH:16]=[C:15]([NH:19][C:20]2[CH:25]=[CH:24][C:23]([CH3:26])=[C:22]([CH2:27][CH3:28])[CH:21]=2)[NH:14][C:13]1=[O:29])#[N:8]. The catalyst is COCCOCCOC.CO. The product is [NH2:8][CH2:7][CH2:9][CH2:10][CH2:11][N:12]1[C:17](=[O:18])[CH:16]=[C:15]([NH:19][C:20]2[CH:25]=[CH:24][C:23]([CH3:26])=[C:22]([CH2:27][CH3:28])[CH:21]=2)[NH:14][C:13]1=[O:29]. The yield is 0.910. (2) The reactants are Br[C:2]1[CH:17]=[CH:16][C:5]([CH2:6][CH2:7][NH:8][C:9](=[O:15])[O:10][C:11]([CH3:14])([CH3:13])[CH3:12])=[CH:4][CH:3]=1.[B:18]1([B:18]2[O:22][C:21]([CH3:24])([CH3:23])[C:20]([CH3:26])([CH3:25])[O:19]2)[O:22][C:21]([CH3:24])([CH3:23])[C:20]([CH3:26])([CH3:25])[O:19]1.C([O-])(=O)C.[K+]. The catalyst is O1CCOCC1. The product is [CH3:25][C:20]1([CH3:26])[C:21]([CH3:24])([CH3:23])[O:22][B:18]([C:2]2[CH:17]=[CH:16][C:5]([CH2:6][CH2:7][NH:8][C:9](=[O:15])[O:10][C:11]([CH3:14])([CH3:13])[CH3:12])=[CH:4][CH:3]=2)[O:19]1. The yield is 0.700. (3) The reactants are [CH:1]1(B(O)O)[CH2:3][CH2:2]1.[Br:7][C:8]1[CH:9]=[C:10]2[CH:16]=[CH:15][NH:14][C:11]2=[N:12][CH:13]=1.C([O-])([O-])=O.[Na+].[Na+].N1C=CC=CC=1C1C=CC=CN=1. The catalyst is ClC(Cl)C.C([O-])(=O)C.[Cu+2].C([O-])(=O)C. The product is [Br:7][C:8]1[CH:9]=[C:10]2[CH:16]=[CH:15][N:14]([CH:1]3[CH2:3][CH2:2]3)[C:11]2=[N:12][CH:13]=1. The yield is 0.313. (4) The catalyst is C1COCC1. The reactants are Br[C:2]1[CH:3]=[CH:4][C:5]([O:8][CH:9]([F:11])[F:10])=[N:6][CH:7]=1.[Li]C(C)(C)C.CN([CH:20]=[O:21])C.Cl. The yield is 0.300. The product is [F:10][CH:9]([F:11])[O:8][C:5]1[CH:4]=[CH:3][C:2]([CH:20]=[O:21])=[CH:7][N:6]=1.